From a dataset of Reaction yield outcomes from USPTO patents with 853,638 reactions. Predict the reaction yield, written as a fraction of the theoretical maximum amount of product (1.0 means a 100% yield; for example, 0.34 means a 34% yield). The reactants are [Br:1][C:2]1[CH:3]=[C:4]([C:9]2[C:10]([C:14]3[CH:19]=[CH:18][CH:17]=[C:16]([CH3:20])[N:15]=3)=[N:11][NH:12][CH:13]=2)[CH:5]=[CH:6][C:7]=1[F:8].[H-].[Na+].I[CH3:24].[Cl-].[NH4+]. The catalyst is CN(C)C=O. The product is [Br:1][C:2]1[CH:3]=[C:4]([C:9]2[C:10]([C:14]3[CH:19]=[CH:18][CH:17]=[C:16]([CH3:20])[N:15]=3)=[N:11][N:12]([CH3:24])[CH:13]=2)[CH:5]=[CH:6][C:7]=1[F:8]. The yield is 0.610.